Dataset: NCI-60 drug combinations with 297,098 pairs across 59 cell lines. Task: Regression. Given two drug SMILES strings and cell line genomic features, predict the synergy score measuring deviation from expected non-interaction effect. (1) Drug 1: COC1=C(C=C2C(=C1)N=CN=C2NC3=CC(=C(C=C3)F)Cl)OCCCN4CCOCC4. Drug 2: CNC(=O)C1=NC=CC(=C1)OC2=CC=C(C=C2)NC(=O)NC3=CC(=C(C=C3)Cl)C(F)(F)F. Cell line: MCF7. Synergy scores: CSS=32.2, Synergy_ZIP=-3.00, Synergy_Bliss=0.418, Synergy_Loewe=1.39, Synergy_HSA=2.71. (2) Cell line: SK-OV-3. Synergy scores: CSS=21.1, Synergy_ZIP=0.355, Synergy_Bliss=-0.507, Synergy_Loewe=-47.4, Synergy_HSA=-0.255. Drug 1: CC1=CC=C(C=C1)C2=CC(=NN2C3=CC=C(C=C3)S(=O)(=O)N)C(F)(F)F. Drug 2: CC=C1C(=O)NC(C(=O)OC2CC(=O)NC(C(=O)NC(CSSCCC=C2)C(=O)N1)C(C)C)C(C)C. (3) Drug 1: C1=CC(=CC=C1CC(C(=O)O)N)N(CCCl)CCCl.Cl. Drug 2: C1C(C(OC1N2C=NC(=NC2=O)N)CO)O. Cell line: DU-145. Synergy scores: CSS=6.24, Synergy_ZIP=-1.92, Synergy_Bliss=4.88, Synergy_Loewe=1.40, Synergy_HSA=3.09. (4) Drug 1: CC1=C2C(C(=O)C3(C(CC4C(C3C(C(C2(C)C)(CC1OC(=O)C(C(C5=CC=CC=C5)NC(=O)C6=CC=CC=C6)O)O)OC(=O)C7=CC=CC=C7)(CO4)OC(=O)C)O)C)OC(=O)C. Drug 2: C1=NC2=C(N1)C(=S)N=CN2. Cell line: SF-295. Synergy scores: CSS=47.2, Synergy_ZIP=-2.03, Synergy_Bliss=-2.05, Synergy_Loewe=-10.2, Synergy_HSA=0.728. (5) Drug 1: CCCS(=O)(=O)NC1=C(C(=C(C=C1)F)C(=O)C2=CNC3=C2C=C(C=N3)C4=CC=C(C=C4)Cl)F. Drug 2: CCCS(=O)(=O)NC1=C(C(=C(C=C1)F)C(=O)C2=CNC3=C2C=C(C=N3)C4=CC=C(C=C4)Cl)F. Cell line: HCC-2998. Synergy scores: CSS=-11.0, Synergy_ZIP=12.2, Synergy_Bliss=1.89, Synergy_Loewe=-3.52, Synergy_HSA=-14.4. (6) Drug 1: CC1=C(C(=CC=C1)Cl)NC(=O)C2=CN=C(S2)NC3=CC(=NC(=N3)C)N4CCN(CC4)CCO. Drug 2: CC1C(C(CC(O1)OC2CC(CC3=C2C(=C4C(=C3O)C(=O)C5=CC=CC=C5C4=O)O)(C(=O)C)O)N)O. Cell line: NCI-H522. Synergy scores: CSS=51.6, Synergy_ZIP=2.38, Synergy_Bliss=6.34, Synergy_Loewe=7.14, Synergy_HSA=7.60.